From a dataset of Forward reaction prediction with 1.9M reactions from USPTO patents (1976-2016). Predict the product of the given reaction. (1) Given the reactants C([O:3][C:4](=[O:25])[C:5]([O:8][C:9]1[CH:14]=[CH:13][C:12]([O:15][CH2:16][CH:17]([CH3:24])[CH2:18][O:19]S(C)(=O)=O)=[CH:11][CH:10]=1)([CH3:7])[CH3:6])C.[O:26]([C:33]1[CH:38]=[CH:37][C:36]([C:39]([F:42])([F:41])[F:40])=[CH:35][C:34]=1O)[C:27]1[CH:32]=[CH:31][CH:30]=[CH:29][CH:28]=1, predict the reaction product. The product is: [CH3:7][C:5]([O:8][C:9]1[CH:10]=[CH:11][C:12]([O:15][CH2:16][CH:17]([CH3:24])[CH2:18][O:19][C:34]2[CH:35]=[C:36]([C:39]([F:42])([F:41])[F:40])[CH:37]=[CH:38][C:33]=2[O:26][C:27]2[CH:28]=[CH:29][CH:30]=[CH:31][CH:32]=2)=[CH:13][CH:14]=1)([CH3:6])[C:4]([OH:3])=[O:25]. (2) Given the reactants [Br:1][C:2]1[CH:7]=[CH:6][C:5]([NH:8][C:9]2[C:10]([F:22])=[C:11]3[N:20]=[CH:19][N:18]([CH3:21])[C:12]3=[N:13][C:14]=2[C:15]([OH:17])=O)=[C:4]([F:23])[CH:3]=1.C1C=CC2N(O)N=NC=2C=1.CCN=C=NCCCN(C)C.[CH:45]([O:47][CH2:48][CH2:49][O:50][NH2:51])=[CH2:46], predict the reaction product. The product is: [CH:45]([O:47][CH2:48][CH2:49][O:50][NH:51][C:15]([C:14]1[N:13]=[C:12]2[N:18]([CH3:21])[CH:19]=[N:20][C:11]2=[C:10]([F:22])[C:9]=1[NH:8][C:5]1[CH:6]=[CH:7][C:2]([Br:1])=[CH:3][C:4]=1[F:23])=[O:17])=[CH2:46]. (3) Given the reactants [NH2:1][C:2]1[C:3]([CH2:19][CH:20]([CH3:22])[CH3:21])=[C:4]([C:15]([O:17][CH3:18])=[O:16])[C:5]([CH:12]([F:14])[F:13])=[N:6][C:7]=1[C:8]([F:11])([F:10])[F:9].[Cl:23][C:24]1[S:25][C:26]([C:33](Cl)=[O:34])=[C:27]([C:29]([F:32])([F:31])[F:30])[N:28]=1, predict the reaction product. The product is: [Cl:23][C:24]1[S:25][C:26]([C:33]([NH:1][C:2]2[C:3]([CH2:19][CH:20]([CH3:22])[CH3:21])=[C:4]([C:15]([O:17][CH3:18])=[O:16])[C:5]([CH:12]([F:14])[F:13])=[N:6][C:7]=2[C:8]([F:10])([F:11])[F:9])=[O:34])=[C:27]([C:29]([F:30])([F:31])[F:32])[N:28]=1. (4) Given the reactants [CH2:1]([O:3][C:4](=[O:21])[CH2:5][C:6]1[NH:11][C:10]2[CH:12]=[CH:13][C:14]([NH:16][S:17]([CH3:20])(=[O:19])=[O:18])=[CH:15][C:9]=2[S:8][CH:7]=1)[CH3:2].[C:22]([O:26][C:27](O[C:27]([O:26][C:22]([CH3:25])([CH3:24])[CH3:23])=[O:28])=[O:28])([CH3:25])([CH3:24])[CH3:23], predict the reaction product. The product is: [CH2:1]([O:3][C:4](=[O:21])[CH2:5][C:6]1[N:11]([C:27]([O:26][C:22]([CH3:25])([CH3:24])[CH3:23])=[O:28])[C:10]2[CH:12]=[CH:13][C:14]([N:16]([S:17]([CH3:20])(=[O:18])=[O:19])[C:27]([O:26][C:22]([CH3:25])([CH3:24])[CH3:23])=[O:28])=[CH:15][C:9]=2[S:8][CH:7]=1)[CH3:2]. (5) Given the reactants [CH2:1]([O:8][C:9]([NH:11][C@H:12]([C:20]([OH:22])=[O:21])[CH2:13][CH2:14][CH2:15][NH:16][C:17](=[NH:19])[NH2:18])=[O:10])[C:2]1[CH:7]=[CH:6][CH:5]=[CH:4][CH:3]=1.[OH-].[Na+].[CH3:25][S:26](Cl)(=[O:28])=[O:27].Cl, predict the reaction product. The product is: [CH2:1]([O:8][C:9]([NH:11][C@H:12]([C:20]([OH:22])=[O:21])[CH2:13][CH2:14][CH2:15][NH:16][C:17](=[NH:18])[NH:19][S:26]([CH3:25])(=[O:28])=[O:27])=[O:10])[C:2]1[CH:3]=[CH:4][CH:5]=[CH:6][CH:7]=1. (6) Given the reactants [CH2:1]([O:3][C:4]([C:6]1[C:10]([Br:11])=[C:9]([Br:12])[N:8]([C:13]2[CH:18]=[CH:17][CH:16]=[CH:15][CH:14]=2)[C:7]=1[CH2:19][Br:20])=[O:5])[CH3:2].[CH2:21](OC(C1C=CN(CC2C=CC=CC=2)C=1C)=O)C, predict the reaction product. The product is: [CH2:1]([O:3][C:4]([C:6]1[C:10]([Br:11])=[C:9]([Br:12])[N:8]([CH2:13][C:18]2[CH:17]=[CH:16][CH:15]=[CH:14][CH:21]=2)[C:7]=1[CH2:19][Br:20])=[O:5])[CH3:2]. (7) Given the reactants [I:1][C:2]1[C:3]([NH:9][CH2:10][CH2:11][CH2:12][NH:13][S:14]([C:17]2[CH:22]=[CH:21][CH:20]=[C:19]([N+:23]([O-])=O)[CH:18]=2)(=[O:16])=[O:15])=[N:4][C:5]([Cl:8])=[N:6][CH:7]=1.[OH-].[Na+], predict the reaction product. The product is: [NH2:23][C:19]1[CH:18]=[C:17]([S:14]([NH:13][CH2:12][CH2:11][CH2:10][NH:9][C:3]2[C:2]([I:1])=[CH:7][N:6]=[C:5]([Cl:8])[N:4]=2)(=[O:15])=[O:16])[CH:22]=[CH:21][CH:20]=1. (8) Given the reactants C(N(CC)CC)C.[CH3:8][O:9][C:10](=[O:17])[CH2:11][C:12]([CH:14]1[CH2:16][CH2:15]1)=[O:13].ClO[N:20]=[CH:21][C:22]1[C:27]([Cl:28])=[CH:26][CH:25]=[CH:24][C:23]=1[Cl:29], predict the reaction product. The product is: [CH3:8][O:9][C:10]([C:11]1[C:21]([C:22]2[C:27]([Cl:28])=[CH:26][CH:25]=[CH:24][C:23]=2[Cl:29])=[N:20][O:13][C:12]=1[CH:14]1[CH2:16][CH2:15]1)=[O:17]. (9) Given the reactants [I:1][C:2]1[CH:14]=[CH:13][C:5]([C:6]([O:8][C:9]([CH3:12])([CH3:11])[CH3:10])=[O:7])=[CH:4][C:3]=1[C:15]([N:17]1[CH2:26][CH2:25][C:24]2[C:19](=[CH:20][CH:21]=[CH:22][CH:23]=2)[CH2:18]1)=[O:16].C(OC(C1C=CC(I)=C(C=1)C(O)=O)=O)(C)(C)C.[Si:44]([O:51][CH2:52][C@@H]1CC2C(=CC=CC=2)CN1)([C:47]([CH3:50])([CH3:49])[CH3:48])([CH3:46])[CH3:45], predict the reaction product. The product is: [Si:44]([O:51][CH2:52][C@@H:26]1[CH2:25][C:24]2[C:19](=[CH:20][CH:21]=[CH:22][CH:23]=2)[CH2:18][N:17]1[C:15]([C:3]1[CH:4]=[C:5]([CH:13]=[CH:14][C:2]=1[I:1])[C:6]([O:8][C:9]([CH3:12])([CH3:11])[CH3:10])=[O:7])=[O:16])([C:47]([CH3:50])([CH3:49])[CH3:48])([CH3:46])[CH3:45].